From a dataset of CYP2C19 inhibition data for predicting drug metabolism from PubChem BioAssay. Regression/Classification. Given a drug SMILES string, predict its absorption, distribution, metabolism, or excretion properties. Task type varies by dataset: regression for continuous measurements (e.g., permeability, clearance, half-life) or binary classification for categorical outcomes (e.g., BBB penetration, CYP inhibition). Dataset: cyp2c19_veith. (1) The drug is CN(Cc1cc(Cl)cc(Cl)c1O)Cc1c(O)ccc2ccccc12. The result is 1 (inhibitor). (2) The compound is O=C(O)CCC(=O)c1ccc(Cl)cc1. The result is 0 (non-inhibitor). (3) The compound is COc1ccc(C(=O)c2ccc(N(C)C)cc2)c(OC)c1. The result is 1 (inhibitor). (4) The compound is CCN(CC)C(=O)CSc1nnc(-c2ccco2)n1N. The result is 0 (non-inhibitor).